Predict the product of the given reaction. From a dataset of Forward reaction prediction with 1.9M reactions from USPTO patents (1976-2016). (1) Given the reactants [CH3:1][C:2]1[C:7]([F:8])=[C:6]([F:9])[C:5]([C:10]2[C:15]([F:16])=[C:14]([F:17])[C:13]([F:18])=[C:12]([F:19])[C:11]=2[F:20])=[C:4]([F:21])[C:3]=1[F:22].[Br:23]N1C(=O)CCC1=O.CC(N=NC(C#N)(C)C)(C#N)C, predict the reaction product. The product is: [Br:23][CH2:1][C:2]1[C:3]([F:22])=[C:4]([F:21])[C:5]([C:10]2[C:15]([F:16])=[C:14]([F:17])[C:13]([F:18])=[C:12]([F:19])[C:11]=2[F:20])=[C:6]([F:9])[C:7]=1[F:8]. (2) Given the reactants [H-].[Na+].[NH2:3][C:4]1[CH:13]=[CH:12][C:7]([C:8]([O:10][CH3:11])=[O:9])=[CH:6][CH:5]=1.CS([C:18]1[N:23]=[C:22]([C:24]2[N:28]([C:29]3[CH:34]=[CH:33][CH:32]=[CH:31][CH:30]=3)[N:27]=[CH:26][CH:25]=2)[CH:21]=[CH:20][N:19]=1)(=O)=O, predict the reaction product. The product is: [CH3:11][O:10][C:8](=[O:9])[C:7]1[CH:6]=[CH:5][C:4]([NH:3][C:18]2[N:23]=[C:22]([C:24]3[N:28]([C:29]4[CH:34]=[CH:33][CH:32]=[CH:31][CH:30]=4)[N:27]=[CH:26][CH:25]=3)[CH:21]=[CH:20][N:19]=2)=[CH:13][CH:12]=1. (3) The product is: [Br:31][C:32]1[CH:37]=[CH:36][N:35]2[C:38]([C:41]([NH:12][C:10]3[CH:9]=[CH:8][CH:7]=[C:6]4[C:11]=3[C:3]([CH2:1][CH3:2])=[N:4][N:5]4[CH2:13][C:14]3[CH:18]=[CH:17][N:16]([CH2:19][CH3:20])[N:15]=3)=[O:42])=[CH:39][N:40]=[C:34]2[CH:33]=1. Given the reactants [CH2:1]([C:3]1[C:11]2[C:10]([NH2:12])=[CH:9][CH:8]=[CH:7][C:6]=2[N:5]([CH2:13][C:14]2[CH:18]=[CH:17][N:16]([CH2:19][CH3:20])[N:15]=2)[N:4]=1)[CH3:2].C[Si]([N-][Si](C)(C)C)(C)C.[Li+].[Br:31][C:32]1[CH:37]=[CH:36][N:35]2[C:38]([C:41](OC)=[O:42])=[CH:39][N:40]=[C:34]2[CH:33]=1, predict the reaction product. (4) Given the reactants [Cl:1][C:2]1[CH:7]=[CH:6][C:5]([CH:8]=[C:9]([C:15]#[N:16])[C:10]([O:12]CC)=O)=[CH:4][CH:3]=1.[BH4-].[Na+].[Si:19](Cl)([C:22]([CH3:25])([CH3:24])[CH3:23])([CH3:21])[CH3:20].ClC1C=CC(CC(CO)C#N)=CC=1.N1C=CN=C1, predict the reaction product. The product is: [Si:19]([O:12][CH2:10][CH:9]([CH2:8][C:5]1[CH:4]=[CH:3][C:2]([Cl:1])=[CH:7][CH:6]=1)[C:15]#[N:16])([C:22]([CH3:25])([CH3:24])[CH3:23])([CH3:21])[CH3:20]. (5) Given the reactants [F:1][C:2]1[CH:10]=[C:9]([CH3:11])[C:5]([C:6]([OH:8])=O)=[CH:4][N:3]=1.[CH3:12][C:13]1[C:14]([N:20]2[CH2:25][CH2:24][NH:23][CH2:22][CH2:21]2)=[N:15][CH:16]=[C:17]([CH3:19])[CH:18]=1, predict the reaction product. The product is: [CH3:12][C:13]1[C:14]([N:20]2[CH2:21][CH2:22][N:23]([C:6]([C:5]3[CH:4]=[N:3][C:2]([F:1])=[CH:10][C:9]=3[CH3:11])=[O:8])[CH2:24][CH2:25]2)=[N:15][CH:16]=[C:17]([CH3:19])[CH:18]=1. (6) The product is: [O:12]1[CH:13]=[CH:5][CH:4]=[C:3]1[CH:6]([OH:11])[CH2:7][CH2:8][CH2:9][OH:10]. Given the reactants S1[CH:5]=[CH:4][C:3]([CH:6]([OH:11])[CH2:7][CH2:8][CH2:9][OH:10])=C1.[O:12]1C=CC=[C:13]1C=O, predict the reaction product. (7) Given the reactants [F:1][C:2]1[CH:7]=[CH:6][C:5]([C:8]2[C:16]3[C:11](=[CH:12][CH:13]=[C:14]([C:17]4[NH:18][C:19]([C:22]5[CH:27]=[CH:26][C:25]([N+:28]([O-])=O)=[CH:24][CH:23]=5)=[N:20][N:21]=4)[CH:15]=3)[NH:10][N:9]=2)=[CH:4][CH:3]=1, predict the reaction product. The product is: [F:1][C:2]1[CH:7]=[CH:6][C:5]([C:8]2[C:16]3[C:11](=[CH:12][CH:13]=[C:14]([C:17]4[NH:18][C:19]([C:22]5[CH:27]=[CH:26][C:25]([NH2:28])=[CH:24][CH:23]=5)=[N:20][N:21]=4)[CH:15]=3)[NH:10][N:9]=2)=[CH:4][CH:3]=1.